Dataset: Catalyst prediction with 721,799 reactions and 888 catalyst types from USPTO. Task: Predict which catalyst facilitates the given reaction. (1) Reactant: [CH2:1]([O:8][C:9]([N:11]1[CH2:15][CH2:14][CH2:13][CH:12]1[C:16]1[CH:24]=[CH:23][C:19]([C:20](O)=[O:21])=[C:18]([F:25])[CH:17]=1)=[O:10])[C:2]1[CH:7]=[CH:6][CH:5]=[CH:4][CH:3]=1.S(Cl)([Cl:28])=O. Product: [Cl:28][C:20]([C:19]1[CH:23]=[CH:24][C:16]([CH:12]2[CH2:13][CH2:14][CH2:15][N:11]2[C:9]([O:8][CH2:1][C:2]2[CH:7]=[CH:6][CH:5]=[CH:4][CH:3]=2)=[O:10])=[CH:17][C:18]=1[F:25])=[O:21]. The catalyst class is: 4. (2) Reactant: C([O:4][C:5]1[CH:10]=[CH:9][C:8]([C:11]2[N:12]=[C:13]([CH2:29][C:30]3[CH:35]=[CH:34][CH:33]=[CH:32][CH:31]=3)[C:14]([NH:17][S:18]([CH2:21][C:22]3[CH:27]=[CH:26][C:25]([OH:28])=[CH:24][CH:23]=3)(=[O:20])=[O:19])=[N:15][CH:16]=2)=[CH:7][CH:6]=1)(=O)C.[OH-].[Na+].Cl. Product: [CH2:29]([C:13]1[C:14]([NH:17][S:18]([CH2:21][C:22]2[CH:23]=[CH:24][C:25]([OH:28])=[CH:26][CH:27]=2)(=[O:20])=[O:19])=[N:15][CH:16]=[C:11]([C:8]2[CH:7]=[CH:6][C:5]([OH:4])=[CH:10][CH:9]=2)[N:12]=1)[C:30]1[CH:35]=[CH:34][CH:33]=[CH:32][CH:31]=1. The catalyst class is: 5. (3) Reactant: [C:1]([CH:3]1[CH2:6][N:5]([C:7](=[O:39])[C@H:8]([NH:10][C:11]([C:13]2[C:21]3[C:16](=[N:17][CH:18]=[C:19]([C:22]4[CH:23]=[C:24]([CH:28]=[CH:29][CH:30]=4)[C:25](O)=[O:26])[N:20]=3)[N:15]([CH2:31][O:32][CH2:33][CH2:34][Si:35]([CH3:38])([CH3:37])[CH3:36])[CH:14]=2)=[O:12])[CH3:9])[CH2:4]1)#[N:2].CN(C(ON1N=[N:55][C:50]2[CH:51]=CC=N[C:49]1=2)=[N+](C)C)C.F[P-](F)(F)(F)(F)F.C(N)(C)C. Product: [C:1]([CH:3]1[CH2:4][N:5]([C:7](=[O:39])[C@H:8]([NH:10][C:11]([C:13]2[C:21]3[C:16](=[N:17][CH:18]=[C:19]([C:22]4[CH:30]=[CH:29][CH:28]=[C:24]([C:25](=[O:26])[NH:55][CH:50]([CH3:51])[CH3:49])[CH:23]=4)[N:20]=3)[N:15]([CH2:31][O:32][CH2:33][CH2:34][Si:35]([CH3:37])([CH3:36])[CH3:38])[CH:14]=2)=[O:12])[CH3:9])[CH2:6]1)#[N:2]. The catalyst class is: 3. (4) Reactant: O[C:2]1[C:11]2[C:6](=[N:7][CH:8]=[CH:9][CH:10]=2)[N:5]([C:12]2[CH:17]=[CH:16][CH:15]=[CH:14][CH:13]=2)[C:4](=[O:18])[C:3]=1[C:19](=O)[CH2:20][CH2:21][C:22]1[CH:27]=[CH:26][CH:25]=[CH:24][CH:23]=1.O.[NH2:30][NH2:31]. Product: [C:12]1([N:5]2[C:6]3[N:7]=[CH:8][CH:9]=[CH:10][C:11]=3[C:2]3[NH:30][N:31]=[C:19]([CH2:20][CH2:21][C:22]4[CH:27]=[CH:26][CH:25]=[CH:24][CH:23]=4)[C:3]=3[C:4]2=[O:18])[CH:17]=[CH:16][CH:15]=[CH:14][CH:13]=1. The catalyst class is: 8. (5) Reactant: Cl[C:2]1[C:11]([Cl:12])=[N:10][C:9]2[C:4](=[CH:5][CH:6]=[CH:7][CH:8]=2)[N:3]=1.[NH2:13][CH2:14][CH:15]([OH:20])[CH2:16][CH:17]([CH3:19])[CH3:18].CCN(CC)CC.N#N. Product: [Cl:12][C:11]1[C:2]([NH:13][CH2:14][CH:15]([OH:20])[CH2:16][CH:17]([CH3:19])[CH3:18])=[N:3][C:4]2[C:9]([N:10]=1)=[CH:8][CH:7]=[CH:6][CH:5]=2. The catalyst class is: 12.